Dataset: TCR-epitope binding with 47,182 pairs between 192 epitopes and 23,139 TCRs. Task: Binary Classification. Given a T-cell receptor sequence (or CDR3 region) and an epitope sequence, predict whether binding occurs between them. The epitope is HPKVSSEVHI. The TCR CDR3 sequence is CSARPPLSAGGKYNEQFF. Result: 0 (the TCR does not bind to the epitope).